Dataset: Catalyst prediction with 721,799 reactions and 888 catalyst types from USPTO. Task: Predict which catalyst facilitates the given reaction. Product: [Cl:1][C:2]1[N:7]=[C:6]([N:8]([CH3:28])[CH:9]2[CH2:14][CH2:13][N:12]([C:15]([O:17][C:18]([CH3:19])([CH3:20])[CH3:21])=[O:16])[CH2:11][CH:10]2[CH2:22][CH3:23])[C:5]([Cl:24])=[CH:4][N:3]=1. The catalyst class is: 7. Reactant: [Cl:1][C:2]1[N:7]=[C:6]([NH:8][CH:9]2[CH2:14][CH2:13][N:12]([C:15]([O:17][C:18]([CH3:21])([CH3:20])[CH3:19])=[O:16])[CH2:11][CH:10]2[CH2:22][CH3:23])[C:5]([Cl:24])=[CH:4][N:3]=1.[H-].[Na+].I[CH3:28].